Dataset: Forward reaction prediction with 1.9M reactions from USPTO patents (1976-2016). Task: Predict the product of the given reaction. (1) Given the reactants [C:1]([CH2:3][C:4]([OH:6])=O)#[N:2].[NH:7]1[CH2:12][CH2:11][O:10][CH2:9][CH2:8]1.O.ON1C2C=CC=CC=2N=N1.Cl.CN(C)CCCN=C=NCC, predict the reaction product. The product is: [N:7]1([C:4](=[O:6])[CH2:3][C:1]#[N:2])[CH2:12][CH2:11][O:10][CH2:9][CH2:8]1. (2) Given the reactants [F:1][C:2]1[CH:7]=[CH:6][C:5]([CH:8](C2(O)CCN(C)CC2)[CH2:9][N:10]2[CH2:15][CH2:14][N:13]([CH2:16][CH2:17][CH2:18][CH2:19][C:20]3[C:29]4[C:24](=[CH:25][CH:26]=[CH:27][CH:28]=4)[CH:23]=[CH:22][CH:21]=3)[CH2:12][CH2:11]2)=[CH:4][CH:3]=1.[ClH:38].C([O:42][CH2:43][CH3:44])(=O)C, predict the reaction product. The product is: [ClH:38].[ClH:38].[ClH:38].[F:1][C:2]1[CH:7]=[CH:6][C:5]([CH:8]([CH:11]2[CH2:44][CH:43]([OH:42])[CH2:8][CH2:9][N:10]2[CH3:15])[CH2:9][N:10]2[CH2:11][CH2:12][N:13]([CH2:16][CH2:17][CH2:18][CH2:19][C:20]3[C:29]4[C:24](=[CH:25][CH:26]=[CH:27][CH:28]=4)[CH:23]=[CH:22][CH:21]=3)[CH2:14][CH2:15]2)=[CH:4][CH:3]=1. (3) Given the reactants [Cl:1][C:2]1[CH:3]=[C:4]([C:9](=[O:11])[CH3:10])[CH:5]=[CH:6][C:7]=1[Cl:8].[C:12](OCC)(=[O:18])[C:13]([O:15][CH2:16][CH3:17])=[O:14].[Na], predict the reaction product. The product is: [CH2:16]([O:15][C:13](=[O:14])/[C:12](/[OH:18])=[CH:10]/[C:9]([C:4]1[CH:5]=[CH:6][C:7]([Cl:8])=[C:2]([Cl:1])[CH:3]=1)=[O:11])[CH3:17]. (4) The product is: [CH3:1][O:2][C:3]1[CH:4]=[C:5]([NH:15][C:16]2[S:17][C:20]3[CH2:25][CH2:24][CH2:23][CH:22]([C:26]4[O:30][N:29]=[C:28]([CH3:31])[N:27]=4)[C:21]=3[N:18]=2)[CH:6]=[CH:7][C:8]=1[N:9]1[CH:13]=[C:12]([CH3:14])[N:11]=[CH:10]1. Given the reactants [CH3:1][O:2][C:3]1[CH:4]=[C:5]([NH:15][C:16]([NH2:18])=[S:17])[CH:6]=[CH:7][C:8]=1[N:9]1[CH:13]=[C:12]([CH3:14])[N:11]=[CH:10]1.Br[CH:20]1[CH2:25][CH2:24][CH2:23][CH:22]([C:26]2[O:30][N:29]=[C:28]([CH3:31])[N:27]=2)[C:21]1=O, predict the reaction product. (5) Given the reactants [CH2:1]([O:3][C:4]([C:6]1[C:7](=[O:18])[NH:8][N:9]=[C:10]([C:13]2[S:14][CH:15]=[CH:16][CH:17]=2)[C:11]=1[OH:12])=[O:5])[CH3:2].[H-].[Na+].[F:21][C:22]([F:39])([F:38])[C:23]1([CH2:26]OS(C2C=CC(C)=CC=2)(=O)=O)[CH2:25][CH2:24]1, predict the reaction product. The product is: [CH2:1]([O:3][C:4]([C:6]1[C:7](=[O:18])[N:8]([CH2:26][C:23]2([C:22]([F:39])([F:38])[F:21])[CH2:25][CH2:24]2)[N:9]=[C:10]([C:13]2[S:14][CH:15]=[CH:16][CH:17]=2)[C:11]=1[OH:12])=[O:5])[CH3:2]. (6) Given the reactants O=[C:2]1[CH2:5][CH:4]([C:6]([OH:8])=[O:7])[CH2:3]1.[CH2:9]([NH2:16])[C:10]1[CH:15]=[CH:14][CH:13]=[CH:12][CH:11]=1.C(O)(=O)C.C(O[BH-](OC(=O)C)OC(=O)C)(=O)C.[Na+].[OH-].[Na+].[C:37](O[C:37]([O:39][C:40]([CH3:43])([CH3:42])[CH3:41])=[O:38])([O:39][C:40]([CH3:43])([CH3:42])[CH3:41])=[O:38], predict the reaction product. The product is: [CH2:9]([N:16]([C:37]([O:39][C:40]([CH3:43])([CH3:42])[CH3:41])=[O:38])[CH:2]1[CH2:5][CH:4]([C:6]([OH:8])=[O:7])[CH2:3]1)[C:10]1[CH:15]=[CH:14][CH:13]=[CH:12][CH:11]=1. (7) Given the reactants O1CCCC1.[C:6]([C:8]1[CH:9]=[C:10]([S:15](Cl)(=[O:17])=[O:16])[CH:11]=[CH:12][C:13]=1[F:14])#[N:7].C(N(CC)CC)C.[N:26]1[CH:31]=[CH:30][CH:29]=[CH:28][C:27]=1[CH2:32][NH2:33], predict the reaction product. The product is: [C:6]([C:8]1[CH:9]=[C:10]([S:15]([NH:33][CH2:32][C:27]2[CH:28]=[CH:29][CH:30]=[CH:31][N:26]=2)(=[O:17])=[O:16])[CH:11]=[CH:12][C:13]=1[F:14])#[N:7]. (8) Given the reactants [Br:1][C:2]1[CH:7]=[CH:6][C:5]([O:8][CH3:9])=[CH:4][C:3]=1[CH:10]1[CH2:12][C:11]1([C:18]([O:20]CC)=[O:19])[C:13]([O:15][CH2:16][CH3:17])=[O:14].[OH-].[Na+].Cl.CC(O)C, predict the reaction product. The product is: [Br:1][C:2]1[CH:7]=[CH:6][C:5]([O:8][CH3:9])=[CH:4][C:3]=1[CH:10]1[CH2:12][C:11]1([C:13]([O:15][CH2:16][CH3:17])=[O:14])[C:18]([OH:20])=[O:19]. (9) Given the reactants [C:1]([N:5]=[C:6]=[O:7])([CH3:4])([CH3:3])[CH3:2].[NH2:8][C@H:9]1[CH2:14][CH2:13][C@H:12]([NH:15][C:16]([NH:18][CH:19]2[CH2:24][CH2:23][CH2:22][CH2:21][CH2:20]2)=[O:17])[CH2:11][CH2:10]1, predict the reaction product. The product is: [C:1]([NH:5][C:6]([NH:8][CH:9]1[CH2:14][CH2:13][CH:12]([NH:15][C:16](=[O:17])[NH:18][CH:19]2[CH2:24][CH2:23][CH2:22][CH2:21][CH2:20]2)[CH2:11][CH2:10]1)=[O:7])([CH3:4])([CH3:3])[CH3:2]. (10) The product is: [CH2:1]([N:8]1[CH2:13][CH2:12][CH:11]([O:14][C:21]2[C:16]([Cl:15])=[N:17][CH:18]=[CH:19][CH:20]=2)[CH2:10][CH2:9]1)[C:2]1[CH:3]=[CH:4][CH:5]=[CH:6][CH:7]=1. Given the reactants [CH2:1]([N:8]1[CH2:13][CH2:12][CH:11]([OH:14])[CH2:10][CH2:9]1)[C:2]1[CH:7]=[CH:6][CH:5]=[CH:4][CH:3]=1.[Cl:15][C:16]1[C:21](O)=[CH:20][CH:19]=[CH:18][N:17]=1.C1(P(C2C=CC=CC=2)C2C=CC=CC=2)C=CC=CC=1.N(C(OC(C)C)=O)=NC(OC(C)C)=O, predict the reaction product.